This data is from Reaction yield outcomes from USPTO patents with 853,638 reactions. The task is: Predict the reaction yield, written as a fraction of the theoretical maximum amount of product (1.0 means a 100% yield; for example, 0.34 means a 34% yield). (1) The reactants are [NH2:1][C:2]1[C:7]([F:8])=[C:6](Cl)[N:5]=[C:4]([C:10]([O:12][CH3:13])=[O:11])[C:3]=1[O:14][CH3:15].[F:16][C:17]1[C:22]([F:23])=[C:21](B2OC(C)(C)C(C)(C)O2)[CH:20]=[CH:19][C:18]=1[Si:33]([CH3:36])([CH3:35])[CH3:34].C(=O)([O-])[O-].[Na+].[Na+].CC#N. The catalyst is CCOC(C)=O.Cl[Pd](Cl)([P](C1C=CC=CC=1)(C1C=CC=CC=1)C1C=CC=CC=1)[P](C1C=CC=CC=1)(C1C=CC=CC=1)C1C=CC=CC=1.O. The product is [NH2:1][C:2]1[C:7]([F:8])=[C:6]([C:21]2[CH:20]=[CH:19][C:18]([Si:33]([CH3:34])([CH3:36])[CH3:35])=[C:17]([F:16])[C:22]=2[F:23])[N:5]=[C:4]([C:10]([O:12][CH3:13])=[O:11])[C:3]=1[O:14][CH3:15]. The yield is 0.750. (2) The yield is 0.950. The catalyst is CO.[Pd]. The product is [C:1]([O:5][C:6]([NH:8][CH2:9][CH2:10][C:11]1([OH:26])[CH2:15][CH2:14][CH2:13][CH:12]1[C:16]([OH:18])=[O:17])=[O:7])([CH3:4])([CH3:2])[CH3:3]. The reactants are [C:1]([O:5][C:6]([NH:8][CH2:9][CH2:10][C:11]1([OH:26])[CH2:15][CH2:14][CH2:13][CH:12]1[C:16]([O:18]CC1C=CC=CC=1)=[O:17])=[O:7])([CH3:4])([CH3:3])[CH3:2]. (3) The reactants are [F:1][C:2]1[CH:3]=[C:4]([CH3:9])[CH:5]=[CH:6][C:7]=1[F:8].[N+:10]([O-])([O-:12])=[O:11].[NH4+].FC(F)(F)C(O)=O.[OH-].[Na+]. No catalyst specified. The product is [F:1][C:2]1[CH:3]=[C:4]([CH3:9])[CH:5]=[C:6]([N+:10]([O-:12])=[O:11])[C:7]=1[F:8]. The yield is 0.400.